From a dataset of Reaction yield outcomes from USPTO patents with 853,638 reactions. Predict the reaction yield, written as a fraction of the theoretical maximum amount of product (1.0 means a 100% yield; for example, 0.34 means a 34% yield). (1) The reactants are [OH-].[Na+].[N+:3]([C:6]1[CH:17]=[CH:16][C:9]([CH2:10][C@@H:11]([C:13]([OH:15])=[O:14])[NH2:12])=[CH:8][CH:7]=1)([O-:5])=[O:4].C(=O)([O-])[O-].[Na+].[Na+].Cl[C:25]([O:27][CH2:28][C:29]1[CH:34]=[CH:33][CH:32]=[CH:31][CH:30]=1)=[O:26]. The catalyst is O. The product is [C:25]([NH:12][C@H:11]([C:13]([OH:15])=[O:14])[CH2:10][C:9]1[CH:8]=[CH:7][C:6]([N+:3]([O-:5])=[O:4])=[CH:17][CH:16]=1)([O:27][CH2:28][C:29]1[CH:34]=[CH:33][CH:32]=[CH:31][CH:30]=1)=[O:26]. The yield is 0.995. (2) The reactants are [CH3:1][N:2]1[CH:6]=[C:5]([N:7]2[CH:11]=[C:10]([NH2:12])[C:9]([CH3:13])=[N:8]2)[CH:4]=[N:3]1.Cl[C:15]1[N:20]=[C:19]([NH:21][CH3:22])[C:18]([C:23]([F:26])([F:25])[F:24])=[CH:17][N:16]=1.[CH3:27]C(O)(C)C. No catalyst specified. The product is [CH3:1][N:2]1[CH:6]=[C:5]([N:7]2[C:11]([CH3:27])=[C:10]([NH:12][C:15]3[N:20]=[C:19]([NH:21][CH3:22])[C:18]([C:23]([F:26])([F:25])[F:24])=[CH:17][N:16]=3)[CH:9]=[N:8]2)[CH:4]=[N:3]1.[CH3:1][N:2]1[CH:6]=[C:5]([N:7]2[CH:11]=[C:10]([NH:12][C:15]3[N:20]=[C:19]([NH:21][CH3:22])[C:18]([C:23]([F:26])([F:24])[F:25])=[CH:17][N:16]=3)[C:9]([CH3:13])=[N:8]2)[CH:4]=[N:3]1. The yield is 0.170. (3) The reactants are [CH3:1][O:2][C:3]1[CH:9]=[C:8]([B:10]2[O:14][C:13]([CH3:16])([CH3:15])[C:12]([CH3:18])([CH3:17])[O:11]2)[CH:7]=[CH:6][C:4]=1[NH2:5].[CH3:19][C:20]([O:23][C:24](O[C:24]([O:23][C:20]([CH3:22])([CH3:21])[CH3:19])=[O:25])=[O:25])([CH3:22])[CH3:21]. The catalyst is C1(C)C=CC=CC=1. The product is [C:20]([O:23][C:24](=[O:25])[NH:5][C:4]1[CH:6]=[CH:7][C:8]([B:10]2[O:14][C:13]([CH3:16])([CH3:15])[C:12]([CH3:18])([CH3:17])[O:11]2)=[CH:9][C:3]=1[O:2][CH3:1])([CH3:22])([CH3:21])[CH3:19]. The yield is 1.00. (4) The reactants are [OH:1][C:2]1[CH:3]=[C:4]([NH:8][C:9](=[O:16])[C:10]2[CH:15]=[CH:14][CH:13]=[CH:12][CH:11]=2)[CH:5]=[CH:6][CH:7]=1.C([O:19][CH:20]=[C:21]([C:27](OCC)=O)[C:22]([O:24]CC)=[O:23])C.O. The catalyst is C1COCC1.[Ti](Cl)(Cl)(Cl)Cl. The product is [C:9]([NH:8][C:4]1[CH:3]=[C:2]2[C:7]([CH:27]=[C:21]([C:22]([OH:24])=[O:23])[C:20](=[O:19])[O:1]2)=[CH:6][CH:5]=1)(=[O:16])[C:10]1[CH:11]=[CH:12][CH:13]=[CH:14][CH:15]=1. The yield is 0.0600. (5) The reactants are [C:1]([O:9][CH2:10][C@@:11]1([C:33]#[C:34][Si](C)(C)C)[O:15][C@@H:14]([N:16]2[CH:24]=[C:22]([CH3:23])[C:20](=[O:21])[NH:19][C:17]2=[O:18])[CH2:13][C@H:12]1[O:25][Si](C(C)(C)C)(C)C)(=[O:8])[C:2]1[CH:7]=[CH:6][CH:5]=[CH:4][CH:3]=1.N1C=CN=C1.CC([Si](Cl)(C1C=CC=CC=1)C1C=CC=CC=1)(C)C. The catalyst is CN(C=O)C. The product is [C:1]([O:9][CH2:10][C@@:11]1([C:33]#[CH:34])[O:15][C@@H:14]([N:16]2[CH:24]=[C:22]([CH3:23])[C:20](=[O:21])[NH:19][C:17]2=[O:18])[CH2:13][C@H:12]1[OH:25])(=[O:8])[C:2]1[CH:3]=[CH:4][CH:5]=[CH:6][CH:7]=1. The yield is 0.770. (6) The reactants are [NH2:1][C:2]1[C:7]2[C:8]([C:11]3[CH:12]=[C:13]4[C:17](=[CH:18][CH:19]=3)[N:16]([C:20](=[O:30])[CH2:21][C:22]3[CH:27]=[C:26]([F:28])[CH:25]=[CH:24][C:23]=3[F:29])[CH2:15][CH2:14]4)=[CH:9][O:10][C:6]=2[C:5]([CH2:31][CH2:32][NH:33]C(=O)OCC2C=CC=CC=2)=[CH:4][N:3]=1.CC1C=C2N=C3C(=NC(NC3=O)=O)N(C[C@H](O)[C@H](O)[C@H](O)CO)C2=CC=1C.O1CCCC1. The catalyst is C(O)C.[Pd].O.CN(C)C=O. The product is [NH2:33][CH2:32][CH2:31][C:5]1[C:6]2[O:10][CH:9]=[C:8]([C:11]3[CH:12]=[C:13]4[C:17](=[CH:18][CH:19]=3)[N:16]([C:20](=[O:30])[CH2:21][C:22]3[CH:27]=[C:26]([F:28])[CH:25]=[CH:24][C:23]=3[F:29])[CH2:15][CH2:14]4)[C:7]=2[C:2]([NH2:1])=[N:3][CH:4]=1. The yield is 0.244. (7) The reactants are [CH3:1][C:2]1[C:7]2[C:8]([CH2:11]O)=[N:9][S:10][C:6]=2[CH:5]=[C:4]([CH3:13])[CH:3]=1.C1(P(C2C=CC=CC=2)C2C=CC=CC=2)C=CC=CC=1.C(Br)(Br)(Br)[Br:34]. The catalyst is C(Cl)Cl. The product is [Br:34][CH2:11][C:8]1[C:7]2[C:2]([CH3:1])=[CH:3][C:4]([CH3:13])=[CH:5][C:6]=2[S:10][N:9]=1. The yield is 0.680. (8) The reactants are [F:1][C:2]([F:17])([F:16])[C:3]1[C:4]2[CH2:15][CH2:14][CH2:13][O:12][C:5]=2[N:6]([CH2:8][C:9]([OH:11])=O)[N:7]=1.[F:18][C:19]1[CH:24]=[CH:23][C:22]([N:25]2[C:33]3[CH2:32][CH2:31][CH2:30][NH:29][C:28]=3[CH:27]=[N:26]2)=[CH:21][CH:20]=1. No catalyst specified. The product is [F:18][C:19]1[CH:20]=[CH:21][C:22]([N:25]2[C:33]3[CH2:32][CH2:31][CH2:30][N:29]([C:9](=[O:11])[CH2:8][N:6]4[C:5]5[O:12][CH2:13][CH2:14][CH2:15][C:4]=5[C:3]([C:2]([F:1])([F:17])[F:16])=[N:7]4)[C:28]=3[CH:27]=[N:26]2)=[CH:23][CH:24]=1. The yield is 0.700. (9) The reactants are [C:1]([N:8]1[CH2:11][C:10](=O)[CH2:9]1)([O:3][C:4]([CH3:7])([CH3:6])[CH3:5])=[O:2].[CH3:13][NH:14][CH3:15]. The catalyst is CO.O1CCCC1.C(O)(=O)C.[Pd]. The product is [CH3:13][N:14]([CH3:15])[CH:10]1[CH2:11][N:8]([C:1]([O:3][C:4]([CH3:7])([CH3:6])[CH3:5])=[O:2])[CH2:9]1. The yield is 1.01.